This data is from Forward reaction prediction with 1.9M reactions from USPTO patents (1976-2016). The task is: Predict the product of the given reaction. (1) Given the reactants [CH2:1]([O:3][C:4]([C:6]1[CH:37]=[CH:36][C:9]2[N:10]([CH:30]3[CH2:35][CH2:34][CH2:33][CH2:32][CH2:31]3)[C:11]([C:13]3[CH:14]=[C:15]4[C:20](=[CH:21][CH:22]=3)[NH:19][C:18]([C:23]3[CH:28]=[CH:27][CH:26]=[CH:25][CH:24]=3)=[CH:17][C:16]4=O)=[N:12][C:8]=2[CH:7]=1)=[O:5])[CH3:2].P(Cl)(Cl)([Cl:40])=O, predict the reaction product. The product is: [CH2:1]([O:3][C:4]([C:6]1[CH:37]=[CH:36][C:9]2[N:10]([CH:30]3[CH2:35][CH2:34][CH2:33][CH2:32][CH2:31]3)[C:11]([C:13]3[CH:14]=[C:15]4[C:20](=[CH:21][CH:22]=3)[N:19]=[C:18]([C:23]3[CH:28]=[CH:27][CH:26]=[CH:25][CH:24]=3)[CH:17]=[C:16]4[Cl:40])=[N:12][C:8]=2[CH:7]=1)=[O:5])[CH3:2]. (2) Given the reactants [Br:1]Br.[S:3]1[C:7]([C:8]2[CH:13]=[CH:12][N:11]=[C:10]([S:14]([CH3:17])(=[O:16])=[O:15])[N:9]=2)=[CH:6][C:5]2[CH:18]=[CH:19][CH:20]=[CH:21][C:4]1=2, predict the reaction product. The product is: [Br:1][C:6]1[C:5]2[CH:18]=[CH:19][CH:20]=[CH:21][C:4]=2[S:3][C:7]=1[C:8]1[CH:13]=[CH:12][N:11]=[C:10]([S:14]([CH3:17])(=[O:16])=[O:15])[N:9]=1.